Dataset: Forward reaction prediction with 1.9M reactions from USPTO patents (1976-2016). Task: Predict the product of the given reaction. (1) Given the reactants [NH2:1][C:2]1[CH:3]=[C:4]([N:8]2[CH2:12][CH:11]([C:13]3[CH:18]=[CH:17][C:16]([O:19][CH3:20])=[C:15]([O:21][CH:22]4[CH2:26][CH2:25][CH2:24][CH2:23]4)[CH:14]=3)[CH2:10][C:9]2=[O:27])[CH:5]=[CH:6][CH:7]=1.[CH3:28][O:29][C:30]1[CH:31]=[C:32]([S:36](Cl)(=[O:38])=[O:37])[CH:33]=[CH:34][CH:35]=1, predict the reaction product. The product is: [CH:22]1([O:21][C:15]2[CH:14]=[C:13]([CH:11]3[CH2:12][N:8]([C:4]4[CH:3]=[C:2]([NH:1][S:36]([C:32]5[CH:33]=[CH:34][CH:35]=[C:30]([O:29][CH3:28])[CH:31]=5)(=[O:38])=[O:37])[CH:7]=[CH:6][CH:5]=4)[C:9](=[O:27])[CH2:10]3)[CH:18]=[CH:17][C:16]=2[O:19][CH3:20])[CH2:26][CH2:25][CH2:24][CH2:23]1. (2) Given the reactants Cl[C:2]1[CH:12]=[CH:11][C:5]([C:6]([O:8][CH2:9][CH3:10])=[O:7])=[CH:4][C:3]=1[N+:13]([O-:15])=[O:14].C([O-])([O-])=O.[K+].[K+].[NH2:22][CH:23]1[CH2:28][CH2:27][N:26]([C:29]([O:31][C:32]([CH3:35])([CH3:34])[CH3:33])=[O:30])[CH2:25][CH2:24]1, predict the reaction product. The product is: [CH2:9]([O:8][C:6]([C:5]1[CH:11]=[CH:12][C:2]([NH:22][CH:23]2[CH2:24][CH2:25][N:26]([C:29]([O:31][C:32]([CH3:35])([CH3:34])[CH3:33])=[O:30])[CH2:27][CH2:28]2)=[C:3]([N+:13]([O-:15])=[O:14])[CH:4]=1)=[O:7])[CH3:10]. (3) Given the reactants Cl[C:2]1[N:7]=[C:6]([N:8]2[CH2:14][CH:13]3[O:15][CH:10]([CH2:11][CH2:12]3)[CH2:9]2)[CH:5]=[CH:4][N:3]=1.[CH2:16]([NH:18][C:19]([NH:21][C:22]1[CH:27]=[CH:26][C:25](B2OC(C)(C)C(C)(C)O2)=[CH:24][CH:23]=1)=[O:20])[CH3:17].C(Cl)Cl.C([O-])([O-])=O.[Na+].[Na+], predict the reaction product. The product is: [CH:10]12[O:15][CH:13]([CH2:12][CH2:11]1)[CH2:14][N:8]([C:6]1[CH:5]=[CH:4][N:3]=[C:2]([C:25]3[CH:24]=[CH:23][C:22]([NH:21][C:19]([NH:18][CH2:16][CH3:17])=[O:20])=[CH:27][CH:26]=3)[N:7]=1)[CH2:9]2. (4) Given the reactants [Cl:1][C:2]1[C:11]2[C:6](=[CH:7][CH:8]=[C:9]([CH:12]([C:14]3[N:18]([CH3:19])[C:17]([CH3:20])=[N:16][CH:15]=3)[OH:13])[CH:10]=2)[N:5]=[C:4]([O:21][CH3:22])[C:3]=1[CH2:23][C:24]1[CH:29]=[CH:28][C:27]([C:30]([F:33])([F:32])[F:31])=[CH:26][CH:25]=1.[Al], predict the reaction product. The product is: [Cl:1][C:2]1[C:11]2[C:6](=[CH:7][CH:8]=[C:9]([C:12]([C:14]3[N:18]([CH3:19])[C:17]([CH3:20])=[N:16][CH:15]=3)=[O:13])[CH:10]=2)[N:5]=[C:4]([O:21][CH3:22])[C:3]=1[CH2:23][C:24]1[CH:25]=[CH:26][C:27]([C:30]([F:32])([F:31])[F:33])=[CH:28][CH:29]=1. (5) The product is: [F:17][C:11]1[CH:12]=[CH:13][CH:14]=[C:15]([F:16])[C:10]=1[CH2:9][NH:8][C:5]1[N:4]=[CH:3][C:2]([C:59]2[CH:58]=[N:60][C:23]([O:24][CH3:25])=[CH:22][C:21]=2[CH3:20])=[CH:7][N:6]=1. Given the reactants Br[C:2]1[CH:3]=[N:4][C:5]([NH:8][CH2:9][C:10]2[C:15]([F:16])=[CH:14][CH:13]=[CH:12][C:11]=2[F:17])=[N:6][CH:7]=1.ClC1[C:20](C2C=CC(NC(=O)C3C=CC=CC=3C(F)(F)F)=NC=2)=[CH:21][C:22]2O[C:25](F)(F)[O:24][C:23]=2C=1.P([O-])([O-])([O-])=O.[K+].[K+].[K+].O.[C:58](#[N:60])[CH3:59], predict the reaction product. (6) Given the reactants C(OC(=O)[NH:7][C@@H:8]1[CH2:13][CH2:12][N:11]([CH3:14])[CH2:10][C@H:9]1[O:15][CH3:16])(C)(C)C.Cl, predict the reaction product. The product is: [CH3:16][O:15][C@H:9]1[C@H:8]([NH2:7])[CH2:13][CH2:12][N:11]([CH3:14])[CH2:10]1. (7) Given the reactants [CH3:1][O:2][CH2:3][CH2:4][O:5][CH2:6][O:7][C:8]1[C:9](I)=[CH:10][C:11]([Cl:18])=[C:12]2[C:17]=1[N:16]=[CH:15][CH:14]=[CH:13]2.C([Li])(C)(C)C.[CH2:25]([C:32]1[CH:33]=[C:34]([CH:37]=[C:38]([CH2:40][N:41]2[CH:45]=[N:44][CH:43]=[N:42]2)[CH:39]=1)[CH:35]=[O:36])[C:26]1[CH:31]=[CH:30][CH:29]=[CH:28][CH:27]=1.C([O-])(O)=O.[Na+], predict the reaction product. The product is: [CH2:25]([C:32]1[CH:33]=[C:34]([CH:35]([C:9]2[C:8]([O:7][CH2:6][O:5][CH2:4][CH2:3][O:2][CH3:1])=[C:17]3[C:12]([CH:13]=[CH:14][CH:15]=[N:16]3)=[C:11]([Cl:18])[CH:10]=2)[OH:36])[CH:37]=[C:38]([CH2:40][N:41]2[CH:45]=[N:44][CH:43]=[N:42]2)[CH:39]=1)[C:26]1[CH:27]=[CH:28][CH:29]=[CH:30][CH:31]=1.